Predict the reactants needed to synthesize the given product. From a dataset of Full USPTO retrosynthesis dataset with 1.9M reactions from patents (1976-2016). (1) Given the product [F:1][C:2]([F:25])([C:6]([F:24])([F:23])[C:7]([F:22])([F:21])[C:8]([F:20])([F:19])[C:9]([F:18])([F:17])[C:10]([F:16])([F:15])[C:11]([F:14])([F:13])[F:12])[C:3]([N:29]([CH2:30][CH:31]=[CH2:32])[CH2:26][CH:27]=[CH2:28])=[O:4], predict the reactants needed to synthesize it. The reactants are: [F:1][C:2]([F:25])([C:6]([F:24])([F:23])[C:7]([F:22])([F:21])[C:8]([F:20])([F:19])[C:9]([F:18])([F:17])[C:10]([F:16])([F:15])[C:11]([F:14])([F:13])[F:12])[C:3](Cl)=[O:4].[CH2:26]([NH:29][CH2:30][CH:31]=[CH2:32])[CH:27]=[CH2:28]. (2) Given the product [NH:9]1[C:17]2[C:12](=[CH:13][C:14]([CH:18]3[C:19]([C:20]#[N:21])=[C:22]([CH3:23])[NH:29][C:3]4[CH2:4][CH2:5][S:1](=[O:8])(=[O:7])[C:2]3=4)=[CH:15][CH:16]=2)[CH:11]=[N:10]1, predict the reactants needed to synthesize it. The reactants are: [S:1]1(=[O:8])(=[O:7])[CH2:5][CH2:4][C:3](=O)[CH2:2]1.[NH:9]1[C:17]2[C:12](=[CH:13][C:14](/[CH:18]=[C:19](/[C:22](=O)[CH3:23])\[C:20]#[N:21])=[CH:15][CH:16]=2)[CH:11]=[N:10]1.C([O-])(=O)C.[NH4+:29]. (3) Given the product [NH2:5][C@@H:4]([C:3]([NH:16][NH2:17])=[O:2])[CH2:6][C:7]1[CH:12]=[CH:11][C:10]([OH:13])=[CH:9][CH:8]=1, predict the reactants needed to synthesize it. The reactants are: C[O:2][C:3](=O)[C@@H:4]([CH2:6][C:7]1[CH:12]=[CH:11][C:10]([OH:13])=[CH:9][CH:8]=1)[NH2:5].O.[NH2:16][NH2:17]. (4) Given the product [F:42][C:38]1[CH:37]=[C:36]([C@H:30]2[N:29]3[C@@H:33]([CH2:34][CH2:35]/[C:27](=[CH:8]\[C:7]4[CH:10]=[CH:11][C:12]([N:13]5[CH:17]=[C:16]([CH3:18])[N:15]=[CH:14]5)=[C:5]([O:4][CH3:3])[CH:6]=4)/[C:28]3=[O:43])[CH2:32][CH2:31]2)[CH:41]=[CH:40][CH:39]=1, predict the reactants needed to synthesize it. The reactants are: [OH-].[Li+].[CH3:3][O:4][C:5]1[CH:6]=[C:7]([CH:10]=[CH:11][C:12]=1[N:13]1[CH:17]=[C:16]([CH3:18])[N:15]=[CH:14]1)[CH:8]=O.C(OP([CH:27]1[CH2:35][CH2:34][C@@H:33]2[N:29]([C@H:30]([C:36]3[CH:41]=[CH:40][CH:39]=[C:38]([F:42])[CH:37]=3)[CH2:31][CH2:32]2)[C:28]1=[O:43])(=O)OCC)C.C(O)C. (5) Given the product [F:1][C:36]1[CH:35]=[C:34]([CH:39]=[CH:38][CH:37]=1)[CH2:40][N:24]1[CH2:25][C@@H:26]2[C@@H:19]([NH:18][C:16](=[O:17])[CH:15]([C:27]3[CH:28]=[CH:29][CH:30]=[CH:31][CH:32]=3)[CH:14]([CH3:33])[CH3:13])[CH2:20][CH2:21][C@@H:22]2[CH2:23]1, predict the reactants needed to synthesize it. The reactants are: [F:1]C(F)(F)C1C=C(C=CC=1)C=O.[CH3:13][CH:14]([CH3:33])[CH:15]([C:27]1[CH:32]=[CH:31][CH:30]=[CH:29][CH:28]=1)[C:16]([NH:18][C@@H:19]1[C@@H:26]2[C@@H:22]([CH2:23][NH:24][CH2:25]2)[CH2:21][CH2:20]1)=[O:17].[CH:34]1([CH:40](C2CCCCC2)C(N[C@@H]2[C@H]3[C@H](CNC3)CC2)=O)[CH2:39][CH2:38][CH2:37][CH2:36][CH2:35]1.